From a dataset of Forward reaction prediction with 1.9M reactions from USPTO patents (1976-2016). Predict the product of the given reaction. (1) Given the reactants [OH:1][C@@H:2]1[C@H:6]([CH3:7])[NH:5][C:4](=O)[CH2:3]1.F[C:10]1[CH:17]=[CH:16][C:13]([C:14]#[N:15])=[CH:12][CH:11]=1, predict the reaction product. The product is: [OH:1][C@H:2]1[CH2:3][CH2:4][N:5]([C:10]2[CH:17]=[CH:16][C:13]([C:14]#[N:15])=[CH:12][CH:11]=2)[C@H:6]1[CH3:7]. (2) Given the reactants C(N(C(C)C)CC)(C)C.[NH:10]([C:31]([O:33][CH2:34][CH:35]1[C:47]2[C:42](=[CH:43][CH:44]=[CH:45][CH:46]=2)[C:41]2[C:36]1=[CH:37][CH:38]=[CH:39][CH:40]=2)=[O:32])[C@H:11]([C:28](O)=[O:29])[CH2:12][C:13]1[CH:18]=[CH:17][C:16]([O:19][C:20]([C:22]2[CH:27]=[CH:26][CH:25]=[CH:24][CH:23]=2)=[O:21])=[CH:15][CH:14]=1.Cl.[C:49]([O:53][C:54](=[O:60])[C@@H:55]1[CH2:59][CH2:58][CH2:57][NH:56]1)([CH3:52])([CH3:51])[CH3:50].CN(C(ON1N=NC2C=CC=NC1=2)=[N+](C)C)C.F[P-](F)(F)(F)(F)F, predict the reaction product. The product is: [NH:10]([C:31]([O:33][CH2:34][CH:35]1[C:36]2[C:41](=[CH:40][CH:39]=[CH:38][CH:37]=2)[C:42]2[C:47]1=[CH:46][CH:45]=[CH:44][CH:43]=2)=[O:32])[C@H:11]([C:28]([N:56]1[CH2:57][CH2:58][CH2:59][C@H:55]1[C:54]([O:53][C:49]([CH3:51])([CH3:52])[CH3:50])=[O:60])=[O:29])[CH2:12][C:13]1[CH:14]=[CH:15][C:16]([O:19][C:20]([C:22]2[CH:23]=[CH:24][CH:25]=[CH:26][CH:27]=2)=[O:21])=[CH:17][CH:18]=1. (3) Given the reactants [CH2:1]([O:5][C:6]1[N:14]=[C:13]2[C:9]([N:10]=[C:11]([O:23]C)[N:12]2[CH2:15][CH2:16][CH2:17][N:18]2[CH2:22][CH2:21][CH2:20][CH2:19]2)=[C:8]([NH2:25])[N:7]=1)[CH2:2][CH2:3][CH3:4].Cl.O1CCOCC1, predict the reaction product. The product is: [NH2:25][C:8]1[N:7]=[C:6]([O:5][CH2:1][CH2:2][CH2:3][CH3:4])[N:14]=[C:13]2[C:9]=1[NH:10][C:11](=[O:23])[N:12]2[CH2:15][CH2:16][CH2:17][N:18]1[CH2:19][CH2:20][CH2:21][CH2:22]1. (4) The product is: [C:1]([O:5][C:6]([N:8]1[CH2:15][CH2:14][CH:13]([CH:16]([CH3:18])[CH3:17])[C@H:9]1[C:10]([N:29]1[CH2:30][CH2:31][CH2:32][C@H:28]1[C:27]([NH:26][CH2:25][C:24]1[CH:34]=[C:20]([Cl:19])[CH:21]=[CH:22][C:23]=1[N:35]1[CH:39]=[N:38][CH:37]=[N:36]1)=[O:33])=[O:12])=[O:7])([CH3:2])([CH3:3])[CH3:4]. Given the reactants [C:1]([O:5][C:6]([N:8]1[CH2:15][CH2:14][CH:13]([CH:16]([CH3:18])[CH3:17])[CH:9]1[C:10]([OH:12])=O)=[O:7])([CH3:4])([CH3:3])[CH3:2].[Cl:19][C:20]1[CH:21]=[CH:22][C:23]([N:35]2[CH:39]=[N:38][CH:37]=[N:36]2)=[C:24]([CH:34]=1)[CH2:25][NH:26][C:27](=[O:33])[C@@H:28]1[CH2:32][CH2:31][CH2:30][NH:29]1.C1C=NC2N(O)N=NC=2C=1.C(Cl)CCl.CCN(CC)CC, predict the reaction product. (5) Given the reactants [C:1]([O:5][C:6]([N:8]1[CH2:13][CH2:12][C:11]2[NH:14][N:15]=[C:16]([NH2:17])[C:10]=2[CH2:9]1)=[O:7])([CH3:4])([CH3:3])[CH3:2].C(N(CC)C(C)C)(C)C.Cl[C:28]([O:30][CH2:31][CH3:32])=[O:29], predict the reaction product. The product is: [CH3:32][CH2:31][O:30][C:28]([N:15]1[C:16]([NH2:17])=[C:10]2[CH2:9][N:8]([C:6]([O:5][C:1]([CH3:4])([CH3:2])[CH3:3])=[O:7])[CH2:13][CH2:12][C:11]2=[N:14]1)=[O:29]. (6) The product is: [CH2:16]([O:15][CH2:14][CH2:13][CH2:12][CH2:11][CH2:10][CH2:9][N:1]1[CH2:6][CH2:5][C:4](=[O:7])[CH2:3][CH2:2]1)[CH2:17][CH2:18][CH3:19]. Given the reactants [NH:1]1[CH2:6][CH2:5][C:4](=[O:7])[CH2:3][CH2:2]1.Cl[CH2:9][CH2:10][CH2:11][CH2:12][CH2:13][CH2:14][O:15][CH2:16][CH2:17][CH2:18][CH3:19], predict the reaction product.